Predict the product of the given reaction. From a dataset of Forward reaction prediction with 1.9M reactions from USPTO patents (1976-2016). (1) Given the reactants C([O:5][C:6](=[O:25])[N:7]([C@H:15]1[CH2:20][CH2:19][C@@H:18]([C:21]([O:23]C)=O)[CH2:17][CH2:16]1)[CH2:8][C:9]1[CH:14]=[CH:13][CH:12]=[CH:11][CH:10]=1)CCC.[NH3:26], predict the reaction product. The product is: [CH2:8]([N:7]([C@H:15]1[CH2:16][CH2:17][C@@H:18]([C:21](=[O:23])[NH2:26])[CH2:19][CH2:20]1)[C:6](=[O:25])[O:5][C:9]([CH3:14])([CH3:10])[CH3:8])[C:9]1[CH:14]=[CH:13][CH:12]=[CH:11][CH:10]=1. (2) Given the reactants [CH3:1][C:2]1[CH:16]=[C:15]([CH3:17])[CH:14]=[CH:13][C:3]=1[O:4][C:5]1[CH:12]=[CH:11][C:8]([C:9]#[N:10])=[CH:7][CH:6]=1.C1COCC1.[H-].[Al+3].[Li+].[H-].[H-].[H-].[OH-].[Na+], predict the reaction product. The product is: [CH3:1][C:2]1[CH:16]=[C:15]([CH3:17])[CH:14]=[CH:13][C:3]=1[O:4][C:5]1[CH:12]=[CH:11][C:8]([CH2:9][NH2:10])=[CH:7][CH:6]=1. (3) Given the reactants C[Si]([N-][Si](C)(C)C)(C)C.[Na+].[CH2:11]([C@H:18]1[CH2:22][O:21][C:20](=[O:23])[N:19]1[C:24](=[O:41])[CH2:25][CH2:26][C:27]1[CH:32]=[CH:31][C:30]([O:33][CH2:34][C:35]2[CH:40]=[CH:39][CH:38]=[CH:37][CH:36]=2)=[CH:29][CH:28]=1)[C:12]1[CH:17]=[CH:16][CH:15]=[CH:14][CH:13]=1.[CH2:42](Br)[CH:43]=[CH2:44], predict the reaction product. The product is: [CH2:11]([C@H:18]1[CH2:22][O:21][C:20](=[O:23])[N:19]1[C:24](=[O:41])[CH:25]([CH2:26][C:27]1[CH:28]=[CH:29][C:30]([O:33][CH2:34][C:35]2[CH:36]=[CH:37][CH:38]=[CH:39][CH:40]=2)=[CH:31][CH:32]=1)[CH2:44][CH:43]=[CH2:42])[C:12]1[CH:17]=[CH:16][CH:15]=[CH:14][CH:13]=1. (4) The product is: [C:22]([O:26][C:27]([N:29]1[CH2:34][CH2:33][CH:32]([CH2:35][CH2:36][CH2:37][N:38]2[CH2:20][C:16]3[N:15]4[C:11](=[CH:12][N:13]=[C:14]4[CH:19]=[CH:18][CH:17]=3)[C:6]2=[O:8])[CH2:31][CH2:30]1)=[O:28])([CH3:25])([CH3:24])[CH3:23]. Given the reactants S(O)(O)(=O)=O.[C:6]([C:11]1[N:15]2[C:16]([CH2:20]Cl)=[CH:17][CH:18]=[CH:19][C:14]2=[N:13][CH:12]=1)([O:8]CC)=O.[C:22]([O:26][C:27]([N:29]1[CH2:34][CH2:33][CH:32]([CH2:35][CH2:36][CH2:37][NH2:38])[CH2:31][CH2:30]1)=[O:28])([CH3:25])([CH3:24])[CH3:23].C(N(CC)CC)C, predict the reaction product. (5) The product is: [Cl:12][CH2:13][C:14]1[N:15]([CH2:27][C:28]2([OH:34])[CH2:29][CH2:30][CH2:31][CH2:32][CH2:33]2)[C:16]2[C:25]3[CH:24]=[CH:23][CH:22]=[CH:21][C:20]=3[N+:19]([O-:6])=[CH:18][C:17]=2[N:26]=1. Given the reactants ClC1C=C(C=CC=1)C(OO)=[O:6].[Cl:12][CH2:13][C:14]1[N:15]([CH2:27][C:28]2([OH:34])[CH2:33][CH2:32][CH2:31][CH2:30][CH2:29]2)[C:16]2[C:25]3[CH:24]=[CH:23][CH:22]=[CH:21][C:20]=3[N:19]=[CH:18][C:17]=2[N:26]=1.C(=O)(O)[O-].[Na+], predict the reaction product. (6) Given the reactants [CH2:1]([O:4][CH2:5][CH2:6][O:7][CH2:8][CH2:9][OH:10])[CH:2]=[CH2:3].[C:11](OCC)(=[O:14])[CH:12]=[CH2:13].C1CCC(N=C=NC2CCCCC2)CC1.[F:33][C:34]([F:38])([F:37])[CH2:35][OH:36], predict the reaction product. The product is: [CH2:1]([O:4][CH2:5][CH2:6][O:7][CH2:8][CH2:9][O:10][CH2:13][CH2:12][C:11]([O:36][CH2:35][C:34]([F:38])([F:37])[F:33])=[O:14])[CH:2]=[CH2:3].